This data is from Reaction yield outcomes from USPTO patents with 853,638 reactions. The task is: Predict the reaction yield, written as a fraction of the theoretical maximum amount of product (1.0 means a 100% yield; for example, 0.34 means a 34% yield). (1) The reactants are [N:1]1C2[CH2:7][CH2:8][N:9]([CH2:11][CH2:12][CH2:13][CH2:14][O:15][C:16]3[CH:25]=[C:24]4[C:19]([CH2:20][CH2:21][C:22](=[O:26])[NH:23]4)=[CH:18][CH:17]=3)[CH2:10][C:5]=2[CH:4]=[N:3][CH:2]=1.C1N=CN2CCNCC=12. No catalyst specified. The product is [CH:4]1[N:3]=[CH:2][N:1]2[CH2:7][CH2:8][N:9]([CH2:11][CH2:12][CH2:13][CH2:14][O:15][C:16]3[CH:25]=[C:24]4[C:19]([CH2:20][CH2:21][C:22](=[O:26])[NH:23]4)=[CH:18][CH:17]=3)[CH2:10][C:5]=12. The yield is 0.100. (2) The reactants are [NH:1]1[CH:5]=[CH:4][N:3]=[CH:2]1.[Na].[C:7]([O:11][C:12](=[O:35])[N:13]([CH2:25][C:26]1[CH:34]=[CH:33][C:29]2[O:30][CH2:31][O:32][C:28]=2[CH:27]=1)[CH2:14][CH2:15][CH2:16][N:17]([C:19]1[S:23][N:22]=[C:21](Cl)[N:20]=1)[CH3:18])([CH3:10])([CH3:9])[CH3:8].C(O)(=O)CC(CC(O)=O)(C(O)=O)O. The catalyst is CS(C)=O. The product is [C:7]([O:11][C:12](=[O:35])[N:13]([CH2:25][C:26]1[CH:34]=[CH:33][C:29]2[O:30][CH2:31][O:32][C:28]=2[CH:27]=1)[CH2:14][CH2:15][CH2:16][N:17]([C:19]1[S:23][N:22]=[C:21]([N:1]2[CH:5]=[CH:4][N:3]=[CH:2]2)[N:20]=1)[CH3:18])([CH3:10])([CH3:8])[CH3:9]. The yield is 0.990. (3) The reactants are [CH:1]1([CH2:6][CH:7]([C:11]2[CH:16]=[CH:15][C:14]([S:17]([C:20]([F:23])([F:22])[F:21])(=[O:19])=[O:18])=[CH:13][CH:12]=2)[C:8]([OH:10])=O)[CH2:5][CH2:4][CH2:3][CH2:2]1.C1(P(C2C=CC=CC=2)C2C=CC=CC=2)C=CC=CC=1.BrN1C(=O)CCC1=O.[NH2:51][C:52]1[CH:57]=[CH:56][CH:55]=[CH:54][N:53]=1. The catalyst is C(Cl)Cl. The product is [CH:1]1([CH2:6][CH:7]([C:11]2[CH:16]=[CH:15][C:14]([S:17]([C:20]([F:21])([F:22])[F:23])(=[O:18])=[O:19])=[CH:13][CH:12]=2)[C:8]([NH:51][C:52]2[CH:57]=[CH:56][CH:55]=[CH:54][N:53]=2)=[O:10])[CH2:2][CH2:3][CH2:4][CH2:5]1. The yield is 0.260. (4) The reactants are C[O:2][CH:3](OC)[CH2:4][N:5]1[C:9]2[N:10]=[C:11]([C:20]3[CH:25]=[CH:24][C:23]([NH:26][C:27]([NH:29][C:30]4[CH:35]=[CH:34][N:33]=[CH:32][CH:31]=4)=[O:28])=[CH:22][CH:21]=3)[N:12]=[C:13]([N:14]3[CH2:19][CH2:18][O:17][CH2:16][CH2:15]3)[C:8]=2[N:7]=[N:6]1. The product is [N:14]1([C:13]2[C:8]3[N:7]=[N:6][N:5]([CH2:4][CH:3]=[O:2])[C:9]=3[N:10]=[C:11]([C:20]3[CH:25]=[CH:24][C:23]([NH:26][C:27]([NH:29][C:30]4[CH:35]=[CH:34][N:33]=[CH:32][CH:31]=4)=[O:28])=[CH:22][CH:21]=3)[N:12]=2)[CH2:15][CH2:16][O:17][CH2:18][CH2:19]1. The catalyst is O1CCOCC1.Cl. The yield is 1.00. (5) The reactants are [CH3:1][NH:2][CH3:3].Cl[C:5]1[C:10]([C:11]([O:13][CH3:14])=[O:12])=[CH:9][N:8]=[C:7]([Cl:15])[CH:6]=1. The catalyst is CC#N. The product is [Cl:15][C:7]1[CH:6]=[C:5]([N:2]([CH3:3])[CH3:1])[C:10]([C:11]([O:13][CH3:14])=[O:12])=[CH:9][N:8]=1. The yield is 0.800. (6) The product is [CH3:28][N:27]1[C:23]([C:16](=[N:15][O:14][CH:12]([C:8]2[N:7]=[C:6]([NH2:5])[CH:11]=[CH:10][CH:9]=2)[CH3:13])[C:17]2[CH:18]=[CH:19][CH:20]=[CH:21][CH:22]=2)=[N:24][N:25]=[N:26]1. The reactants are CC(C)(C)C([NH:5][C:6]1[CH:11]=[CH:10][CH:9]=[C:8]([CH:12]([O:14][N:15]=[C:16]([C:23]2[N:27]([CH3:28])[N:26]=[N:25][N:24]=2)[C:17]2[CH:22]=[CH:21][CH:20]=[CH:19][CH:18]=2)[CH3:13])[N:7]=1)=O.[OH-].[K+]. The yield is 0.610. The catalyst is C(O)C. (7) The product is [CH3:24][N:22]([CH3:23])[C:20]1[C:19]([CH3:25])=[CH:18][N:17]=[C:16]([NH:15][C@@H:12]2[CH2:13][CH2:14][C@H:9]([C:7]([NH:6][CH2:5][C:4]3[CH:26]=[CH:27][CH:28]=[C:2]([NH:1][C:29](=[O:32])[CH2:30][CH3:31])[CH:3]=3)=[O:8])[CH2:10][CH2:11]2)[N:21]=1. The yield is 0.320. The catalyst is CCN(CC)CC. The reactants are [NH2:1][C:2]1[CH:3]=[C:4]([CH:26]=[CH:27][CH:28]=1)[CH2:5][NH:6][C:7]([C@H:9]1[CH2:14][CH2:13][C@@H:12]([NH:15][C:16]2[N:21]=[C:20]([N:22]([CH3:24])[CH3:23])[C:19]([CH3:25])=[CH:18][N:17]=2)[CH2:11][CH2:10]1)=[O:8].[C:29](Cl)(=[O:32])[CH2:30][CH3:31].